From a dataset of Forward reaction prediction with 1.9M reactions from USPTO patents (1976-2016). Predict the product of the given reaction. (1) Given the reactants Br[C:2]1[CH:3]=[CH:4][C:5]([N:10]2[CH2:14][CH2:13][CH2:12][C:11]2=[O:15])=[C:6]([CH:9]=1)[C:7]#[N:8].[B:16]1(B2OC(C)(C)C(C)(C)O2)[O:20]C(C)(C)C(C)(C)[O:17]1.C([O-])(=O)C.[K+], predict the reaction product. The product is: [C:7]([C:6]1[CH:9]=[C:2]([B:16]([OH:20])[OH:17])[CH:3]=[CH:4][C:5]=1[N:10]1[CH2:14][CH2:13][CH2:12][C:11]1=[O:15])#[N:8]. (2) Given the reactants [Cl:1][C:2]1[CH:3]=[C:4]([C:10]2[CH:14]=[CH:13][N:12]([CH2:15][C@@H:16]([NH:18][C:19]([C:21]3[NH:25][N:24]=[C:23]([CH:26]([OH:28])[CH3:27])[CH:22]=3)=[O:20])[CH3:17])[N:11]=2)[CH:5]=[CH:6][C:7]=1[C:8]#[N:9].[CH3:29][C:30]([CH3:41])([CH3:40])[C:31](O[C:31](=[O:32])[C:30]([CH3:41])([CH3:40])[CH3:29])=[O:32], predict the reaction product. The product is: [C:31]([O:28][CH:26]([C:23]1[CH:22]=[C:21]([C:19](=[O:20])[NH:18][C@@H:16]([CH3:17])[CH2:15][N:12]2[CH:13]=[CH:14][C:10]([C:4]3[CH:5]=[CH:6][C:7]([C:8]#[N:9])=[C:2]([Cl:1])[CH:3]=3)=[N:11]2)[NH:25][N:24]=1)[CH3:27])(=[O:32])[C:30]([CH3:41])([CH3:40])[CH3:29].